This data is from Forward reaction prediction with 1.9M reactions from USPTO patents (1976-2016). The task is: Predict the product of the given reaction. (1) The product is: [Cl:3][C:4]1[CH:28]=[CH:27][CH:26]=[CH:25][C:5]=1[O:6][C:7]1[C:12]([C:13]([OH:15])=[O:14])=[CH:11][N:10]=[C:9]([C:18]2[CH:23]=[CH:22][CH:21]=[C:20]([Cl:24])[CH:19]=2)[CH:8]=1. Given the reactants [OH-].[Li+].[Cl:3][C:4]1[CH:28]=[CH:27][CH:26]=[CH:25][C:5]=1[O:6][C:7]1[C:12]([C:13]([O:15]CC)=[O:14])=[CH:11][N:10]=[C:9]([C:18]2[CH:23]=[CH:22][CH:21]=[C:20]([Cl:24])[CH:19]=2)[CH:8]=1.Cl, predict the reaction product. (2) Given the reactants [CH3:1][O-:2].[K+].[Br:4][C:5]1[CH:12]=[CH:11][C:8]([C:9]#[N:10])=[C:7](F)[CH:6]=1, predict the reaction product. The product is: [Br:4][C:5]1[CH:12]=[CH:11][C:8]([C:9]#[N:10])=[C:7]([O:2][CH3:1])[CH:6]=1. (3) Given the reactants [I:1][C:2]1[CH:7]=[CH:6][C:5]([CH2:8][C:9](O)=[O:10])=[CH:4][CH:3]=1.B.O1CCCC1, predict the reaction product. The product is: [I:1][C:2]1[CH:7]=[CH:6][C:5]([CH2:8][CH2:9][OH:10])=[CH:4][CH:3]=1. (4) Given the reactants [H-].[Na+].[F:3][C:4]1[CH:22]=[CH:21][C:7]([CH2:8][CH2:9][O:10][CH2:11][CH2:12][O:13][C:14]2[CH:19]=[CH:18][C:17]([OH:20])=[CH:16][CH:15]=2)=[CH:6][CH:5]=1.[H][H].[CH2:25]([CH:27]1[O:29][CH2:28]1)Cl, predict the reaction product. The product is: [F:3][C:4]1[CH:5]=[CH:6][C:7]([CH2:8][CH2:9][O:10][CH2:11][CH2:12][O:13][C:14]2[CH:19]=[CH:18][C:17]([O:20][CH2:25][CH:27]3[CH2:28][O:29]3)=[CH:16][CH:15]=2)=[CH:21][CH:22]=1. (5) The product is: [Cl:26][C:17]1[C:16]([O:15][C@@H:10]2[CH2:11][CH2:12][C@@H:13]([CH3:14])[NH:8][CH2:9]2)=[N:25][CH:24]=[CH:23][C:18]=1[C:19]([O:21][CH3:22])=[O:20]. Given the reactants C(OC([N:8]1[C@H:13]([CH3:14])[CH2:12][CH2:11][C@@H:10]([O:15][C:16]2[C:17]([Cl:26])=[C:18]([CH:23]=[CH:24][N:25]=2)[C:19]([O:21][CH3:22])=[O:20])[CH2:9]1)=O)(C)(C)C.Cl, predict the reaction product. (6) Given the reactants [S:1](Cl)([C:4]1[CH:10]=[CH:9][C:7]([CH3:8])=[CH:6][CH:5]=1)(=[O:3])=[O:2].[CH3:12][O:13][C:14](=[O:23])[C:15]1[CH:20]=[C:19]([NH2:21])[CH:18]=[C:17]([OH:22])[CH:16]=1.N1C=CC=CC=1, predict the reaction product. The product is: [OH:22][C:17]1[CH:18]=[C:19]([NH2:21])[C:20]([S:1]([C:4]2[CH:10]=[CH:9][C:7]([CH3:8])=[CH:6][CH:5]=2)(=[O:3])=[O:2])=[C:15]([CH:16]=1)[C:14]([O:13][CH3:12])=[O:23]. (7) Given the reactants [NH2:1][CH2:2][C:3]1[CH:17]=[C:16]([Cl:18])[CH:15]=[CH:14][C:4]=1[CH2:5][NH:6][C:7](=[O:13])[O:8][C:9]([CH3:12])([CH3:11])[CH3:10].[CH3:19][Si]([N-][Si](C)(C)C)(C)C.[Na+].COS(OC)(=O)=O, predict the reaction product. The product is: [CH3:19][NH:1][CH2:2][C:3]1[CH:17]=[C:16]([Cl:18])[CH:15]=[CH:14][C:4]=1[CH2:5][NH:6][C:7](=[O:13])[O:8][C:9]([CH3:12])([CH3:11])[CH3:10].